From a dataset of Forward reaction prediction with 1.9M reactions from USPTO patents (1976-2016). Predict the product of the given reaction. (1) Given the reactants [Cl:1][C:2]1[CH:3]=[CH:4][C:5]2[N:11]3[CH:12]=[CH:13][CH:14]=[C:10]3[C@@H:9]([CH2:15][CH2:16][N:17]3[CH:21]=[C:20]([CH2:22][OH:23])[N:19]=[N:18]3)[O:8][C@H:7]([C:24]3[CH:29]=[CH:28][CH:27]=[C:26]([O:30][CH3:31])[C:25]=3[O:32][CH3:33])[C:6]=2[CH:34]=1.C(N(CC)CC)C.[CH3:42][S:43](Cl)(=[O:45])=[O:44].C(=O)(O)[O-].[Na+], predict the reaction product. The product is: [CH3:42][S:43]([O:23][CH2:22][C:20]1[N:19]=[N:18][N:17]([CH2:16][CH2:15][C@H:9]2[O:8][C@H:7]([C:24]3[CH:29]=[CH:28][CH:27]=[C:26]([O:30][CH3:31])[C:25]=3[O:32][CH3:33])[C:6]3[CH:34]=[C:2]([Cl:1])[CH:3]=[CH:4][C:5]=3[N:11]3[CH:12]=[CH:13][CH:14]=[C:10]23)[CH:21]=1)(=[O:45])=[O:44]. (2) Given the reactants [CH3:1][O:2][C:3](=[O:24])[CH2:4][C:5]1[C:14]([CH3:15])=[C:13]([C:16]2[CH:21]=[CH:20][C:19]([NH2:22])=[CH:18][CH:17]=2)[C:12]2[C:7](=[CH:8][CH:9]=[C:10]([Cl:23])[CH:11]=2)[CH:6]=1.[F:25][C:26]([F:38])([F:37])[C:27]1[CH:32]=[CH:31][CH:30]=[CH:29][C:28]=1[S:33](Cl)(=[O:35])=[O:34].C(N(C(C)C)CC)(C)C, predict the reaction product. The product is: [CH3:1][O:2][C:3](=[O:24])[CH2:4][C:5]1[C:14]([CH3:15])=[C:13]([C:16]2[CH:21]=[CH:20][C:19]([NH:22][S:33]([C:28]3[CH:29]=[CH:30][CH:31]=[CH:32][C:27]=3[C:26]([F:25])([F:37])[F:38])(=[O:35])=[O:34])=[CH:18][CH:17]=2)[C:12]2[C:7](=[CH:8][CH:9]=[C:10]([Cl:23])[CH:11]=2)[CH:6]=1. (3) Given the reactants [NH:1]1[CH2:4][CH2:3][CH2:2]1.C(N(CC)CC)C.[C:12]([O:15][CH2:16][C:17](Cl)=[O:18])(=[O:14])[CH3:13], predict the reaction product. The product is: [C:12]([O:15][CH2:16][C:17]([N:1]1[CH2:4][CH2:3][CH2:2]1)=[O:18])(=[O:14])[CH3:13]. (4) The product is: [C:1]([Si:5]([CH3:25])([CH3:24])[O:6][CH:7]([CH2:16][C:17]1[CH:22]=[CH:21][C:20]([F:23])=[CH:19][CH:18]=1)[CH2:8][CH2:9][CH:10]1[CH2:11][CH2:12][C:13](=[O:15])[N:14]1[CH2:7][CH2:8][CH2:9][CH2:10][CH2:11][CH2:12][C:13]#[N:14])([CH3:4])([CH3:3])[CH3:2]. Given the reactants [C:1]([Si:5]([CH3:25])([CH3:24])[O:6][CH:7]([CH2:16][C:17]1[CH:22]=[CH:21][C:20]([F:23])=[CH:19][CH:18]=1)[CH2:8][CH2:9][CH:10]1[NH:14][C:13](=[O:15])[CH2:12][CH2:11]1)([CH3:4])([CH3:3])[CH3:2].[H-].[Na+].O, predict the reaction product.